From a dataset of Full USPTO retrosynthesis dataset with 1.9M reactions from patents (1976-2016). Predict the reactants needed to synthesize the given product. (1) Given the product [Cl:21][C:11]1[CH:12]=[C:7]([C:2]2[CH:3]=[CH:4][CH:5]=[CH:6][N:1]=2)[N:8]=[C:9]([C:14]2[CH:19]=[CH:18][CH:17]=[CH:16][N:15]=2)[CH:10]=1, predict the reactants needed to synthesize it. The reactants are: [N:1]1[CH:6]=[CH:5][CH:4]=[CH:3][C:2]=1[C:7]1[NH:8][C:9]([C:14]2[CH:19]=[CH:18][CH:17]=[CH:16][N:15]=2)=[CH:10][C:11](=O)[CH:12]=1.P(Cl)(Cl)(Cl)(Cl)[Cl:21]. (2) Given the product [Cl:1][C:2]1[C:3]2[N:4]([C:19]([CH:21]3[CH2:25][CH2:24][CH2:23][CH2:22]3)=[CH:18][N:17]=2)[C:5]2[C:10]([N:11]=1)=[CH:9][C:8]([C:12]([O:14][CH3:15])=[O:13])=[C:7]([CH3:16])[CH:6]=2, predict the reactants needed to synthesize it. The reactants are: [Cl:1][C:2]1[C:3]([NH:17][CH2:18][C:19]([CH:21]2[CH2:25][CH2:24][CH2:23][CH2:22]2)=O)=[N:4][C:5]2[C:10]([N:11]=1)=[CH:9][C:8]([C:12]([O:14][CH3:15])=[O:13])=[C:7]([CH3:16])[CH:6]=2.FC(F)(F)C(OC(=O)C(F)(F)F)=O.FC(F)(F)C(O)=O.C(=O)([O-])O.[Na+]. (3) Given the product [CH:10]1([C:9]2[O:8][N:7]=[C:6]([C:13]3[C:14]([Cl:20])=[CH:15][CH:16]=[CH:17][C:18]=3[Cl:19])[C:5]=2[CH2:3][OH:2])[CH2:12][CH2:11]1, predict the reactants needed to synthesize it. The reactants are: C[O:2][C:3]([C:5]1[C:6]([C:13]2[C:18]([Cl:19])=[CH:17][CH:16]=[CH:15][C:14]=2[Cl:20])=[N:7][O:8][C:9]=1[CH:10]1[CH2:12][CH2:11]1)=O.[H-].C([Al+]CC(C)C)C(C)C.Cl. (4) Given the product [Br:19][C:8]1[S:9][C:5]2[CH:4]=[CH:3][C:2]([F:1])=[CH:11][C:6]=2[C:7]=1[CH3:10], predict the reactants needed to synthesize it. The reactants are: [F:1][C:2]1[CH:3]=[CH:4][C:5]2[S:9][CH:8]=[C:7]([CH3:10])[C:6]=2[CH:11]=1.C1C(=O)N([Br:19])C(=O)C1. (5) Given the product [I:1][C:2]1[C:3]([CH:16]=[O:17])=[N:4][N:5]([CH2:7][C:8]2[CH:9]=[CH:10][C:11]([O:14][CH3:15])=[CH:12][CH:13]=2)[CH:6]=1, predict the reactants needed to synthesize it. The reactants are: [I:1][C:2]1[C:3]([C:16](OC)=[O:17])=[N:4][N:5]([CH2:7][C:8]2[CH:13]=[CH:12][C:11]([O:14][CH3:15])=[CH:10][CH:9]=2)[CH:6]=1.CC(C[AlH]CC(C)C)C.CO.C([O-])([O-])=O.[K+].[K+]. (6) The reactants are: [C:1]([C:3]([C:6]1[CH:7]=[C:8]([CH:33]=[CH:34][CH:35]=1)[C:9]([NH:11][C:12]1[CH:13]=[CH:14][C:15]([CH3:32])=[C:16]([NH:18][C:19]([C:21]2[S:31][C:24]3=[N:25][C:26]([NH:29][CH3:30])=[CH:27][N:28]=[C:23]3[CH:22]=2)=[O:20])[CH:17]=1)=[O:10])([CH3:5])[CH3:4])#[N:2].ClC1N=C2SC(C(NC3C=C(NC(=O)C4C=CC=C(C(C#N)(C)C)C=4)C=CC=3C)=O)=CC2=NC=1.NC[CH2:72][N:73]([CH3:75])[CH3:74]. Given the product [C:1]([C:3]([C:6]1[CH:7]=[C:8]([CH:33]=[CH:34][CH:35]=1)[C:9]([NH:11][C:12]1[CH:13]=[CH:14][C:15]([CH3:32])=[C:16]([NH:18][C:19]([C:21]2[S:31][C:24]3=[N:25][C:26]([NH:29][CH2:30][CH2:72][N:73]([CH3:75])[CH3:74])=[CH:27][N:28]=[C:23]3[CH:22]=2)=[O:20])[CH:17]=1)=[O:10])([CH3:5])[CH3:4])#[N:2], predict the reactants needed to synthesize it.